From a dataset of Forward reaction prediction with 1.9M reactions from USPTO patents (1976-2016). Predict the product of the given reaction. (1) Given the reactants [CH3:1][O:2][C:3]1[CH:4]=[C:5]([C:11]([C:13]2[CH:18]=[C:17]([O:19][CH3:20])[CH:16]=[C:15]([O:21][CH3:22])[CH:14]=2)=O)[CH:6]=[CH:7][C:8]=1[O:9][CH3:10].[CH3:23][O:24][C:25](=[O:35])[CH2:26]P(OCC)(OCC)=O.[CH3:36][Si]([N-][Si](C)(C)C)(C)C.[Li+].COC1C=C(C(C2C=CC=C(OC)C=2)=CC#N)C=C(OC)C=1, predict the reaction product. The product is: [CH2:23]([O:24][C:25](=[O:35])[CH:26]=[C:11]([C:5]1[CH:6]=[CH:7][C:8]([O:9][CH3:10])=[C:3]([O:2][CH3:1])[CH:4]=1)[C:13]1[CH:18]=[C:17]([O:19][CH3:20])[CH:16]=[C:15]([O:21][CH3:22])[CH:14]=1)[CH3:36]. (2) Given the reactants C1(N([C@H]2CC[C@H](CC)CC2)[C:7](=[O:19])[NH:8][C:9]2[S:10][C:11]([S:14][CH2:15][C:16](O)=O)=[CH:12][N:13]=2)CCCC1.[CH:28]1([NH:35][CH:36]2[CH2:41][CH2:40][CH:39]([C:42]3[CH:47]=[CH:46][CH:45]=[CH:44][CH:43]=3)[CH2:38][CH2:37]2)[CH2:34][CH2:33][CH2:32][CH2:31][CH2:30][CH2:29]1.C([O:50][C:51](=[O:61])CCSC1SC(N)=NC=1)C, predict the reaction product. The product is: [CH:28]1([N:35]([CH:36]2[CH2:41][CH2:40][CH:39]([C:42]3[CH:43]=[CH:44][CH:45]=[CH:46][CH:47]=3)[CH2:38][CH2:37]2)[C:7](=[O:19])[NH:8][C:9]2[S:10][C:11]([S:14][CH2:15][CH2:16][C:51]([OH:61])=[O:50])=[CH:12][N:13]=2)[CH2:29][CH2:30][CH2:31][CH2:32][CH2:33][CH2:34]1. (3) Given the reactants [Cl:1][C:2]1[CH:3]=[C:4]([C:11]2[CH:16]=[CH:15][C:14]([C:17]#[N:18])=[CH:13][CH:12]=2)[CH:5]=[C:6]([CH:8](O)[CH3:9])[CH:7]=1.C(Br)(Br)(Br)[Br:20].C1(P(C2C=CC=CC=2)C2C=CC=CC=2)C=CC=CC=1.CCCCC, predict the reaction product. The product is: [Br:20][CH:8]([C:6]1[CH:5]=[C:4]([C:11]2[CH:16]=[CH:15][C:14]([C:17]#[N:18])=[CH:13][CH:12]=2)[CH:3]=[C:2]([Cl:1])[CH:7]=1)[CH3:9]. (4) Given the reactants P([O-])([O-])([O-])=O.[K+].[K+].[K+].I[C:10]1[C:18]2[NH:17][C:16]3[CH2:19][CH2:20][N:21]([C:23]([O:25][C:26]([CH3:29])([CH3:28])[CH3:27])=[O:24])[CH2:22][C:15]=3[C:14]=2[CH:13]=[CH:12][CH:11]=1.[N:30]1([CH2:36][CH2:37][OH:38])[CH2:35][CH2:34][CH2:33][CH2:32][CH2:31]1, predict the reaction product. The product is: [N:30]1([CH2:36][CH2:37][O:38][C:10]2[C:18]3[NH:17][C:16]4[CH2:19][CH2:20][N:21]([C:23]([O:25][C:26]([CH3:29])([CH3:28])[CH3:27])=[O:24])[CH2:22][C:15]=4[C:14]=3[CH:13]=[CH:12][CH:11]=2)[CH2:35][CH2:34][CH2:33][CH2:32][CH2:31]1. (5) Given the reactants [CH2:1]([N:8]1[C:14](=[O:15])[C:13]2[CH:16]=[CH:17][C:18](F)=[N:19][C:12]=2[O:11][CH2:10][CH2:9]1)[C:2]1[CH:7]=[CH:6][CH:5]=[CH:4][CH:3]=1.[Cl:21][C:22]1[CH:23]=[C:24]([OH:28])[CH:25]=[CH:26][CH:27]=1.C(=O)([O-])[O-].[K+].[K+].CN(C=O)C, predict the reaction product. The product is: [CH2:1]([N:8]1[C:14](=[O:15])[C:13]2[CH:16]=[CH:17][C:18]([O:28][C:24]3[CH:25]=[CH:26][CH:27]=[C:22]([Cl:21])[CH:23]=3)=[N:19][C:12]=2[O:11][CH2:10][CH2:9]1)[C:2]1[CH:7]=[CH:6][CH:5]=[CH:4][CH:3]=1. (6) Given the reactants [NH2:1][C:2]1[C:17]([O:18][CH3:19])=[CH:16][C:5]2[CH2:6][CH2:7][N:8]([CH2:11][C:12]([NH:14][CH3:15])=[O:13])[CH2:9][CH2:10][C:4]=2[CH:3]=1.Cl[C:21]1[N:26]=[C:25]([NH:27][C:28]2[CH:33]=[CH:32][C:31]([N:34]3[CH2:39][CH2:38][N:37]([CH3:40])[CH2:36][CH2:35]3)=[CH:30][C:29]=2[O:41][CH3:42])[C:24]([Cl:43])=[CH:23][N:22]=1, predict the reaction product. The product is: [Cl:43][C:24]1[C:25]([NH:27][C:28]2[CH:33]=[CH:32][C:31]([N:34]3[CH2:39][CH2:38][N:37]([CH3:40])[CH2:36][CH2:35]3)=[CH:30][C:29]=2[O:41][CH3:42])=[N:26][C:21]([NH:1][C:2]2[C:17]([O:18][CH3:19])=[CH:16][C:5]3[CH2:6][CH2:7][N:8]([CH2:11][C:12]([NH:14][CH3:15])=[O:13])[CH2:9][CH2:10][C:4]=3[CH:3]=2)=[N:22][CH:23]=1.